This data is from Forward reaction prediction with 1.9M reactions from USPTO patents (1976-2016). The task is: Predict the product of the given reaction. (1) The product is: [CH3:3][C:1]([C:5]1[CH:18]=[CH:17][C:16]2[C:7](=[C:8]([C:43]3[CH:34]=[CH:35][C:36]4[C:41](=[CH:40][CH:39]=[CH:38][CH:37]=4)[CH:42]=3)[C:9]3[C:14]([C:15]=2[C:50]2[CH:49]=[CH:48][C:57]4[C:52](=[CH:53][CH:54]=[CH:55][CH:56]=4)[CH:51]=2)=[CH:13][CH:12]=[CH:11][CH:10]=3)[CH:6]=1)([CH3:4])[CH3:2]. Given the reactants [C:1]([C:5]1[CH:18]=[CH:17][C:16]2[C:7](=[CH:8][C:9]3[C:14]([CH:15]=2)=[CH:13][CH:12]=[CH:11][CH:10]=3)[CH:6]=1)([CH3:4])([CH3:3])[CH3:2].BrNC(=O)CCC(N)=O.C(C1C=C[C:43]2[C:34](=[C:35](Br)[C:36]3[C:41]([C:42]=2Br)=[CH:40][CH:39]=[CH:38][CH:37]=3)C=1)(C)(C)C.[CH:48]1[C:57]2[C:52](=[CH:53][CH:54]=[CH:55][CH:56]=2)[CH:51]=[CH:50][C:49]=1B(O)O.C(=O)([O-])[O-].[K+].[K+], predict the reaction product. (2) Given the reactants ClC1C=C([C:9]2[N:13]3[C:14]4[N:22]=[C:21]([O:23][CH3:24])[CH:20]=[CH:19][C:15]=4[N:16]=[C:17]([CH3:18])[C:12]3=[C:11]([CH3:25])[N:10]=2)C=C(Cl)C=1.[F:26][C:27]1[CH:32]=[CH:31][C:30]([CH3:33])=[CH:29][C:28]=1B(O)O, predict the reaction product. The product is: [F:26][C:27]1[CH:32]=[CH:31][C:30]([CH3:33])=[CH:29][C:28]=1[C:9]1[N:13]2[C:14]3[N:22]=[C:21]([O:23][CH3:24])[CH:20]=[CH:19][C:15]=3[N:16]=[C:17]([CH3:18])[C:12]2=[C:11]([CH3:25])[N:10]=1.